This data is from Forward reaction prediction with 1.9M reactions from USPTO patents (1976-2016). The task is: Predict the product of the given reaction. (1) Given the reactants [Cl:1][C:2]1[C:3]([NH:13][CH:14]2[CH2:16][CH2:15]2)=[C:4]([CH:8]=[C:9]([F:12])[C:10]=1[F:11])[C:5]([OH:7])=O.[C:17]([O:21][C:22]([CH3:25])([CH3:24])[CH3:23])(=[O:20])[NH:18][NH2:19].C(N=C=NCCCN(C)C)C, predict the reaction product. The product is: [C:22]([O:21][C:17]([N:18]([C:5](=[O:7])[C:4]1[CH:8]=[C:9]([F:12])[C:10]([F:11])=[C:2]([Cl:1])[C:3]=1[NH:13][CH:14]1[CH2:16][CH2:15]1)[NH2:19])=[O:20])([CH3:25])([CH3:24])[CH3:23]. (2) Given the reactants [C:1]([C:3]1[C:21]([N+:22]([O-])=O)=[CH:20][CH:19]=[CH:18][C:4]=1[O:5][CH2:6][CH:7]1[CH2:12][CH2:11][CH2:10][CH2:9][N:8]1[C:13]([NH:15][CH2:16][CH3:17])=[O:14])#[N:2].C1CCCCC=1, predict the reaction product. The product is: [NH2:22][C:21]1[C:3]([C:1]#[N:2])=[C:4]([CH:18]=[CH:19][CH:20]=1)[O:5][CH2:6][CH:7]1[CH2:12][CH2:11][CH2:10][CH2:9][N:8]1[C:13]([NH:15][CH2:16][CH3:17])=[O:14]. (3) Given the reactants [NH2:1][C:2]1[CH:7]=[C:6]([CH3:8])[CH:5]=[CH:4][C:3]=1[S:9][C:10]1[CH:15]=[CH:14][C:13]([OH:16])=[CH:12][CH:11]=1.Cl[C:18]1[CH:27]=[CH:26][N:25]=[C:24]2[C:19]=1[CH:20]=[CH:21][C:22]([CH2:28][CH3:29])=[N:23]2, predict the reaction product. The product is: [CH2:28]([C:22]1[N:23]=[C:24]2[C:19]([C:18]([NH:1][C:2]3[CH:7]=[C:6]([CH3:8])[CH:5]=[CH:4][C:3]=3[S:9][C:10]3[CH:15]=[CH:14][C:13]([OH:16])=[CH:12][CH:11]=3)=[CH:27][CH:26]=[N:25]2)=[CH:20][CH:21]=1)[CH3:29]. (4) Given the reactants Cl[C:2]1[C:7]([C:8]#[N:9])=[CH:6][CH:5]=[C:4]([C:10]2[CH:15]=[CH:14][C:13]([F:16])=[CH:12][CH:11]=2)[N:3]=1.Cl.[NH2:18][C:19]1[C:24]([C:25](=[O:30])[C:26]([F:29])([F:28])[F:27])=[CH:23][CH:22]=[C:21]([NH:31][CH:32]2[CH2:37][CH2:36][CH2:35][NH:34][CH2:33]2)[N:20]=1.C(N(CC)C(C)C)(C)C, predict the reaction product. The product is: [NH2:18][C:19]1[N:20]=[C:21]([NH:31][CH:32]2[CH2:37][CH2:36][CH2:35][N:34]([C:2]3[C:7]([C:8]#[N:9])=[CH:6][CH:5]=[C:4]([C:10]4[CH:15]=[CH:14][C:13]([F:16])=[CH:12][CH:11]=4)[N:3]=3)[CH2:33]2)[CH:22]=[CH:23][C:24]=1[C:25](=[O:30])[C:26]([F:29])([F:28])[F:27]. (5) Given the reactants [H-].[Na+].[I:3][C:4]1[C:12]2[C:7](=[N:8][CH:9]=[C:10]([NH:13][CH:14]([CH3:16])[CH3:15])[N:11]=2)[NH:6][CH:5]=1.[S:17](Cl)([C:20]1[CH:26]=[CH:25][C:23]([CH3:24])=[CH:22][CH:21]=1)(=[O:19])=[O:18], predict the reaction product. The product is: [I:3][C:4]1[C:12]2[C:7](=[N:8][CH:9]=[C:10]([NH:13][CH:14]([CH3:16])[CH3:15])[N:11]=2)[N:6]([S:17]([C:20]2[CH:26]=[CH:25][C:23]([CH3:24])=[CH:22][CH:21]=2)(=[O:19])=[O:18])[CH:5]=1. (6) Given the reactants Cl.[CH:2]([NH2:4])=[NH:3].C([O-])([O-])=O.[K+].[K+].CN(C)/[CH:13]=[CH:14]/[C:15]([C:17]1[CH:34]=[CH:33][C:20]([C:21]([NH:23][CH2:24][C:25]2[CH:30]=[CH:29][CH:28]=[C:27]([O:31][CH3:32])[CH:26]=2)=[O:22])=[CH:19][CH:18]=1)=O, predict the reaction product. The product is: [CH3:32][O:31][C:27]1[CH:26]=[C:25]([CH:30]=[CH:29][CH:28]=1)[CH2:24][NH:23][C:21](=[O:22])[C:20]1[CH:33]=[CH:34][C:17]([C:15]2[CH:14]=[CH:13][N:4]=[CH:2][N:3]=2)=[CH:18][CH:19]=1. (7) Given the reactants [CH3:1][O:2][C:3]1[CH:8]=[CH:7][C:6]([C:9]2([CH3:17])[NH:14][CH:13]([CH2:15][NH2:16])[CH2:12][O:11][CH2:10]2)=[CH:5][CH:4]=1.[CH3:18]OC(OC)N(C)C, predict the reaction product. The product is: [CH3:1][O:2][C:3]1[CH:4]=[CH:5][C:6]([C:9]2([CH3:17])[CH2:10][O:11][CH2:12][CH:13]3[CH2:15][N:16]=[CH:18][N:14]23)=[CH:7][CH:8]=1.